This data is from Catalyst prediction with 721,799 reactions and 888 catalyst types from USPTO. The task is: Predict which catalyst facilitates the given reaction. (1) The catalyst class is: 13. Reactant: CN1C(=O)CCC1.Cl[C:9]1[CH:10]=[C:11]([N:18]([CH2:26][CH:27]2[CH2:32][CH2:31][O:30][CH2:29][CH2:28]2)[C:19](=[O:25])[O:20][C:21]([CH3:24])([CH3:23])[CH3:22])[C:12]2[N:13]([CH:15]=[N:16][N:17]=2)[N:14]=1.[CH:33]1([NH2:38])[CH2:37][CH2:36][CH2:35][CH2:34]1.O. Product: [CH:33]1([NH:38][C:9]2[CH:10]=[C:11]([N:18]([CH2:26][CH:27]3[CH2:32][CH2:31][O:30][CH2:29][CH2:28]3)[C:19](=[O:25])[O:20][C:21]([CH3:24])([CH3:23])[CH3:22])[C:12]3[N:13]([CH:15]=[N:16][N:17]=3)[N:14]=2)[CH2:37][CH2:36][CH2:35][CH2:34]1. (2) Reactant: [F:1][C:2]1[CH:7]=[CH:6][CH:5]=[C:4]([F:8])[C:3]=1[C:9]1[CH:10]=[C:11]2[C:15](=[CH:16][CH:17]=1)[NH:14][CH:13]=[C:12]2[C:18]1[N:23]=[C:22]([NH:24][C@@H:25]2[CH2:30][CH2:29][CH2:28][N:27](C(OC(C)(C)C)=O)[CH2:26]2)[CH:21]=[CH:20][N:19]=1. Product: [F:1][C:2]1[CH:7]=[CH:6][CH:5]=[C:4]([F:8])[C:3]=1[C:9]1[CH:10]=[C:11]2[C:15](=[CH:16][CH:17]=1)[NH:14][CH:13]=[C:12]2[C:18]1[N:23]=[C:22]([NH:24][C@@H:25]2[CH2:30][CH2:29][CH2:28][NH:27][CH2:26]2)[CH:21]=[CH:20][N:19]=1. The catalyst class is: 33.